From a dataset of Full USPTO retrosynthesis dataset with 1.9M reactions from patents (1976-2016). Predict the reactants needed to synthesize the given product. (1) Given the product [CH2:23]([O:22][C:20]([N:19]=[S:17]([CH3:25])([C:13]1[CH:14]=[CH:15][CH:16]=[C:11]([CH2:10][NH:9][C:6]2[CH:5]=[C:4]3[C:3]([C:29]([NH:31][C:32]4[S:33][CH:34]=[CH:35][N:36]=4)=[N:28][CH:27]=[N:26]3)=[CH:8][CH:7]=2)[CH:12]=1)=[O:18])=[O:21])[CH3:24], predict the reactants needed to synthesize it. The reactants are: C([C:3]1[CH:8]=[CH:7][C:6]([NH:9][CH2:10][C:11]2[CH:16]=[CH:15][CH:14]=[C:13]([S:17]([CH3:25])(=[N:19][C:20]([O:22][CH2:23][CH3:24])=[O:21])=[O:18])[CH:12]=2)=[CH:5][C:4]=1[N:26]=[CH:27][N:28](C)[CH3:29])#N.[NH2:31][C:32]1[S:33][CH:34]=[CH:35][N:36]=1.ClCCl.CO. (2) Given the product [CH3:1][N:2]([C:13](=[O:22])[CH2:14][CH2:15][C:16]1[CH:21]=[CH:20][CH:19]=[CH:18][CH:17]=1)[C:3]1[CH:12]=[CH:11][C:6]([C:7]([O:9][CH3:10])=[O:8])=[CH:5][CH:4]=1, predict the reactants needed to synthesize it. The reactants are: [CH3:1][NH:2][C:3]1[CH:12]=[CH:11][C:6]([C:7]([O:9][CH3:10])=[O:8])=[CH:5][CH:4]=1.[C:13](Cl)(=[O:22])[CH2:14][CH2:15][C:16]1[CH:21]=[CH:20][CH:19]=[CH:18][CH:17]=1.O.Cl. (3) The reactants are: [NH2:1][C:2]1[NH:3][C:4](=[O:12])[C:5]2[S:10][C:9](=[O:11])[NH:8][C:6]=2[N:7]=1.C(O[CH:17]1[C@@H:21](CC([O-])=O)[CH2:20][C@@H:19]([CH:26]([O:29][C:30](=[O:32])[CH3:31])[CH2:27][CH3:28])[O:18]1)(=O)C.[Si](OS(C(F)(F)F)(=O)=O)(C)(C)C. Given the product [C:30]([O:32][C@@H:21]1[CH2:20][C@@H:19]([CH:26]([O:29][C:30](=[O:32])[CH3:31])[CH2:27][CH3:28])[O:18][C@H:17]1[N:8]1[C:6]2[N:7]=[C:2]([NH2:1])[NH:3][C:4](=[O:12])[C:5]=2[S:10][C:9]1=[O:11])(=[O:29])[CH3:31], predict the reactants needed to synthesize it. (4) Given the product [Cl:6][C:7]1[CH:8]=[C:9]([C:13]2[N:18]=[C:17]([O:19][C:20]3[N:25]=[CH:24][C:23]([CH2:26][C:27]([NH2:28])=[O:2])=[CH:22][CH:21]=3)[CH:16]=[C:15]([CH2:29][CH3:30])[N:14]=2)[CH:10]=[CH:11][CH:12]=1, predict the reactants needed to synthesize it. The reactants are: S(=O)(=O)(O)[OH:2].[Cl:6][C:7]1[CH:8]=[C:9]([C:13]2[N:18]=[C:17]([O:19][C:20]3[N:25]=[CH:24][C:23]([CH2:26][C:27]#[N:28])=[CH:22][CH:21]=3)[CH:16]=[C:15]([CH2:29][CH3:30])[N:14]=2)[CH:10]=[CH:11][CH:12]=1. (5) Given the product [CH2:1]([O:3][C:4](=[O:44])[CH2:5][CH2:6][CH2:7][O:8][C:9]1[CH:14]=[CH:13][CH:12]=[C:11]([CH2:15][CH2:16][CH2:17][CH2:18][CH2:19][CH2:20][O:21][C:22]2[CH:23]=[C:24]([O:29][CH2:30][C:31]3[CH:36]=[CH:35][CH:34]=[CH:33][CH:32]=3)[CH:25]=[C:26]([C:50]3[CH:49]=[CH:48][C:47]4[O:46][CH2:45][O:53][C:52]=4[CH:51]=3)[CH:27]=2)[C:10]=1[CH2:37][CH2:38][C:39]([O:41][CH2:42][CH3:43])=[O:40])[CH3:2], predict the reactants needed to synthesize it. The reactants are: [CH2:1]([O:3][C:4](=[O:44])[CH2:5][CH2:6][CH2:7][O:8][C:9]1[CH:14]=[CH:13][CH:12]=[C:11]([CH2:15][CH2:16][CH2:17][CH2:18][CH2:19][CH2:20][O:21][C:22]2[CH:27]=[C:26](Br)[CH:25]=[C:24]([O:29][CH2:30][C:31]3[CH:36]=[CH:35][CH:34]=[CH:33][CH:32]=3)[CH:23]=2)[C:10]=1[CH2:37][CH2:38][C:39]([O:41][CH2:42][CH3:43])=[O:40])[CH3:2].[CH2:45]1[O:53][C:52]2[CH:51]=[CH:50][C:49](B(O)O)=[CH:48][C:47]=2[O:46]1.C(=O)([O-])[O-].[Cs+].[Cs+]. (6) Given the product [CH3:1][C@:2]1([C:27]([NH2:32])=[O:29])[CH2:6][CH2:5][CH2:4][N:3]1[C:7]([CH:9]1[CH2:14][CH2:13][N:12]([C:15]2[CH:16]=[N:17][CH:18]=[CH:19][C:20]=2[C:21]2[S:22][C:23]([CH3:26])=[N:24][N:25]=2)[CH2:11][CH2:10]1)=[O:8], predict the reactants needed to synthesize it. The reactants are: [CH3:1][C@:2]1([C:27]([OH:29])=O)[CH2:6][CH2:5][CH2:4][N:3]1[C:7]([CH:9]1[CH2:14][CH2:13][N:12]([C:15]2[CH:16]=[N:17][CH:18]=[CH:19][C:20]=2[C:21]2[S:22][C:23]([CH3:26])=[N:24][N:25]=2)[CH2:11][CH2:10]1)=[O:8].CC[N:32](C(C)C)C(C)C.CN(C(ON1N=NC2C=CC=NC1=2)=[N+](C)C)C.F[P-](F)(F)(F)(F)F.N.C1COCC1. (7) Given the product [Cl:11][C:12]1[CH:17]=[CH:16][C:15]([C:18]2[O:1][N:2]=[C:3]([C:4]3[CH:5]=[N:6][CH:7]=[N:8][CH:9]=3)[CH:19]=2)=[CH:14][CH:13]=1, predict the reactants needed to synthesize it. The reactants are: [OH:1][N:2]=[C:3](Cl)[C:4]1[CH:5]=[N:6][CH:7]=[N:8][CH:9]=1.[Cl:11][C:12]1[CH:17]=[CH:16][C:15]([C:18]#[CH:19])=[CH:14][CH:13]=1.N. (8) Given the product [F:21][C:18]1[CH:17]=[CH:16][C:15]([CH2:14][NH:13][C:11]([C:9]2[N:10]=[C:5]([C:2]([NH:1][C:33](=[O:38])[C:34]([O:36][CH3:37])=[O:35])([CH3:4])[CH3:3])[N:6]([CH3:24])[C:7](=[O:23])[C:8]=2[OH:22])=[O:12])=[CH:20][CH:19]=1, predict the reactants needed to synthesize it. The reactants are: [NH2:1][C:2]([C:5]1[N:6]([CH3:24])[C:7](=[O:23])[C:8]([OH:22])=[C:9]([C:11]([NH:13][CH2:14][C:15]2[CH:20]=[CH:19][C:18]([F:21])=[CH:17][CH:16]=2)=[O:12])[N:10]=1)([CH3:4])[CH3:3].C(N(CC)CC)C.Cl[C:33](=[O:38])[C:34]([O:36][CH3:37])=[O:35]. (9) Given the product [CH3:27][O:26][C:21]1[CH:22]=[CH:23][CH:24]=[CH:25][C:20]=1[CH2:19][O:18][CH2:17][CH2:16][CH2:15][O:14][C:11]1[CH:12]=[CH:13][C:8]([CH:7]2[CH2:6][CH2:5][N:4]([C:28]([O:30][C:31]([CH3:34])([CH3:33])[CH3:32])=[O:29])[CH2:3][CH:2]2[O:1][CH2:36][C:37]2[CH:46]=[C:45]3[C:40]([CH2:41][CH2:42][C:43](=[O:52])[N:44]3[CH2:47][CH2:48][CH2:49][O:50][CH3:51])=[CH:39][CH:38]=2)=[CH:9][CH:10]=1, predict the reactants needed to synthesize it. The reactants are: [OH:1][CH:2]1[CH:7]([C:8]2[CH:13]=[CH:12][C:11]([O:14][CH2:15][CH2:16][CH2:17][O:18][CH2:19][C:20]3[CH:25]=[CH:24][CH:23]=[CH:22][C:21]=3[O:26][CH3:27])=[CH:10][CH:9]=2)[CH2:6][CH2:5][N:4]([C:28]([O:30][C:31]([CH3:34])([CH3:33])[CH3:32])=[O:29])[CH2:3]1.Cl[CH2:36][C:37]1[CH:46]=[C:45]2[C:40]([CH2:41][CH2:42][C:43](=[O:52])[N:44]2[CH2:47][CH2:48][CH2:49][O:50][CH3:51])=[CH:39][CH:38]=1.